Dataset: Full USPTO retrosynthesis dataset with 1.9M reactions from patents (1976-2016). Task: Predict the reactants needed to synthesize the given product. (1) Given the product [CH3:1][O:2][C:3]1[CH:21]=[C:20]([O:22][CH2:24][C:25]2[N:26]=[C:27]([C:30]3[CH:31]=[CH:32][CH:33]=[CH:34][CH:35]=3)[S:28][CH:29]=2)[C:6]2[CH:7]=[C:8]([C:10]3[N:11]=[C:12]4[CH:17]=[CH:16][C:15]([CH3:18])=[N:14][N:13]4[CH:19]=3)[O:9][C:5]=2[CH:4]=1, predict the reactants needed to synthesize it. The reactants are: [CH3:1][O:2][C:3]1[CH:4]=[C:5]2[O:9][C:8]([C:10]3[N:11]=[C:12]4[CH:17]=[CH:16][C:15]([CH3:18])=[N:14][N:13]4[CH:19]=3)=[CH:7][C:6]2=[C:20]([OH:22])[CH:21]=1.Br[CH2:24][C:25]1[N:26]=[C:27]([C:30]2[CH:35]=[CH:34][CH:33]=[CH:32][CH:31]=2)[S:28][CH:29]=1.C(=O)([O-])[O-].[K+].[K+]. (2) Given the product [F:1][C:2]1[CH:3]=[C:4]([C:10]2[N:14]([CH2:15][CH2:16][CH2:17][CH2:18][CH2:19][B:20]([OH:24])[OH:21])[C:13]3[CH:29]=[CH:30][CH:31]=[CH:32][C:12]=3[N:11]=2)[CH:5]=[CH:6][C:7]=1[O:8][CH3:9], predict the reactants needed to synthesize it. The reactants are: [F:1][C:2]1[CH:3]=[C:4]([C:10]2[N:14]([CH2:15][CH2:16][CH2:17][CH2:18][CH2:19][B:20]3[O:24]C(C)(C)C(C)(C)[O:21]3)[C:13]3[CH:29]=[CH:30][CH:31]=[CH:32][C:12]=3[N:11]=2)[CH:5]=[CH:6][C:7]=1[O:8][CH3:9].N(CCO)CCO.C(#N)C.O.CCCCCC.CCOC(C)=O. (3) Given the product [Cl:1][C:2]1[CH:3]=[C:4]([F:11])[C:5]([O:10][CH3:12])=[C:6]([CH:9]=1)[CH:7]=[O:8], predict the reactants needed to synthesize it. The reactants are: [Cl:1][C:2]1[CH:3]=[C:4]([F:11])[C:5]([OH:10])=[C:6]([CH:9]=1)[CH:7]=[O:8].[C:12](=O)([O-])[O-].[K+].[K+].CI.O. (4) Given the product [C:10]([C:3]1[C:4]2[C:9](=[CH:8][CH:7]=[CH:6][CH:5]=2)[N:1]([CH2:20][C:21]([O:23][C:24]([CH3:27])([CH3:26])[CH3:25])=[O:22])[N:2]=1)(=[O:12])[CH3:11], predict the reactants needed to synthesize it. The reactants are: [NH:1]1[C:9]2[C:4](=[CH:5][CH:6]=[CH:7][CH:8]=2)[C:3]([C:10](=[O:12])[CH3:11])=[N:2]1.C([O-])([O-])=O.[K+].[K+].Br[CH2:20][C:21]([O:23][C:24]([CH3:27])([CH3:26])[CH3:25])=[O:22]. (5) The reactants are: C(OC([N:8]1[CH2:13][CH:12]2[CH:10]([CH2:11]2)[CH:9]1[C:14](=[O:54])[NH:15][C@:16]1([C:21]([NH:23][S:24]([C:27]2[CH:32]=[CH:31][CH:30]=[CH:29][C:28]=2[NH:33][CH2:34][CH2:35][CH2:36][CH2:37][CH2:38][CH2:39][CH2:40][C@@H:41]([C:51]([OH:53])=[O:52])[NH:42][C:43]([O:45][CH:46]2[CH2:50][CH2:49][CH2:48][CH2:47]2)=[O:44])(=[O:26])=[O:25])=[O:22])[CH2:18][C@H:17]1[CH:19]=[CH2:20])=O)(C)(C)C.C(O)(C(F)(F)F)=O. Given the product [CH:10]12[CH2:11][CH:12]1[CH2:13][NH:8][CH:9]2[C:14]([NH:15][C@:16]1([C:21]([NH:23][S:24]([C:27]2[CH:32]=[CH:31][CH:30]=[CH:29][C:28]=2[NH:33][CH2:34][CH2:35][CH2:36][CH2:37][CH2:38][CH2:39][CH2:40][C@H:41]([NH:42][C:43]([O:45][CH:46]2[CH2:50][CH2:49][CH2:48][CH2:47]2)=[O:44])[C:51]([OH:53])=[O:52])(=[O:26])=[O:25])=[O:22])[CH2:18][C@H:17]1[CH:19]=[CH2:20])=[O:54], predict the reactants needed to synthesize it. (6) Given the product [N+:12]([O-:15])([OH:14])=[O:13].[CH3:11][C:3]1[CH:4]=[CH:5][C:6]([N+:8]([O-:10])=[O:9])=[CH:7][C:2]=1[NH:1][C:17]([NH2:18])=[NH:16], predict the reactants needed to synthesize it. The reactants are: [NH2:1][C:2]1[CH:7]=[C:6]([N+:8]([O-:10])=[O:9])[CH:5]=[CH:4][C:3]=1[CH3:11].[N+:12]([O-:15])([OH:14])=[O:13].[N:16]#[C:17][NH2:18]. (7) Given the product [CH:17]1(/[CH:22]=[C:11]2/[C:12](=[O:16])[C:13]3[CH:14]=[CH:15][C:6]([C:4]([O:3][CH2:1][CH3:2])=[O:5])=[N:7][C:8]=3[CH2:9][CH2:10]/2)[CH2:21][CH2:20][CH2:19][CH2:18]1, predict the reactants needed to synthesize it. The reactants are: [CH2:1]([O:3][C:4]([C:6]1[CH:15]=[CH:14][C:13]2[C:12](=[O:16])[CH2:11][CH2:10][CH2:9][C:8]=2[N:7]=1)=[O:5])[CH3:2].[CH:17]1([CH:22]=O)[CH2:21][CH2:20][CH2:19][CH2:18]1. (8) Given the product [C:8]([N:12]1[CH2:13][C@@H:28]([C:25]2[CH:24]=[CH:23][C:22]([F:21])=[CH:27][CH:26]=2)[C@H:29]([C:30]([O:32][CH3:33])=[O:31])[CH2:18]1)([CH3:9])([CH3:10])[CH3:11], predict the reactants needed to synthesize it. The reactants are: FC(F)(F)C(O)=O.[C:8]([N:12]([CH2:18]OC)[CH2:13][Si](C)(C)C)([CH3:11])([CH3:10])[CH3:9].[F:21][C:22]1[CH:27]=[CH:26][C:25](/[CH:28]=[CH:29]/[C:30]([O:32][CH3:33])=[O:31])=[CH:24][CH:23]=1.C(=O)(O)[O-].[Na+].